This data is from Reaction yield outcomes from USPTO patents with 853,638 reactions. The task is: Predict the reaction yield, written as a fraction of the theoretical maximum amount of product (1.0 means a 100% yield; for example, 0.34 means a 34% yield). The reactants are [Mg].[F:2][C:3]([F:12])([F:11])[C:4]1[CH:9]=[CH:8][C:7](Br)=[CH:6][CH:5]=1.C([O:16][B:17](OC(C)C)[O:18]C(C)C)(C)C.Cl. The catalyst is CCOCC.C1COCC1.CCOCC. The product is [F:2][C:3]([F:12])([F:11])[C:4]1[CH:9]=[CH:8][C:7]([B:17]([OH:18])[OH:16])=[CH:6][CH:5]=1. The yield is 0.350.